From a dataset of Merck oncology drug combination screen with 23,052 pairs across 39 cell lines. Regression. Given two drug SMILES strings and cell line genomic features, predict the synergy score measuring deviation from expected non-interaction effect. (1) Drug 1: CC(=O)OC1C(=O)C2(C)C(O)CC3OCC3(OC(C)=O)C2C(OC(=O)c2ccccc2)C2(O)CC(OC(=O)C(O)C(NC(=O)c3ccccc3)c3ccccc3)C(C)=C1C2(C)C. Drug 2: Cn1nnc2c(C(N)=O)ncn2c1=O. Cell line: SW837. Synergy scores: synergy=-1.84. (2) Drug 1: N.N.O=C(O)C1(C(=O)O)CCC1.[Pt]. Drug 2: Cc1nc(Nc2ncc(C(=O)Nc3c(C)cccc3Cl)s2)cc(N2CCN(CCO)CC2)n1. Cell line: OV90. Synergy scores: synergy=-1.41. (3) Drug 1: CCN(CC)CCNC(=O)c1c(C)[nH]c(C=C2C(=O)Nc3ccc(F)cc32)c1C. Drug 2: NC(=O)c1cccc2cn(-c3ccc(C4CCCNC4)cc3)nc12. Cell line: NCIH460. Synergy scores: synergy=-3.68. (4) Drug 1: CCC1(O)CC2CN(CCc3c([nH]c4ccccc34)C(C(=O)OC)(c3cc4c(cc3OC)N(C)C3C(O)(C(=O)OC)C(OC(C)=O)C5(CC)C=CCN6CCC43C65)C2)C1. Drug 2: COC1=C2CC(C)CC(OC)C(O)C(C)C=C(C)C(OC(N)=O)C(OC)C=CC=C(C)C(=O)NC(=CC1=O)C2=O. Cell line: HT29. Synergy scores: synergy=-35.7. (5) Drug 1: N.N.O=C(O)C1(C(=O)O)CCC1.[Pt]. Drug 2: NC1(c2ccc(-c3nc4ccn5c(=O)[nH]nc5c4cc3-c3ccccc3)cc2)CCC1. Cell line: LNCAP. Synergy scores: synergy=-31.2. (6) Drug 1: CC(C)CC(NC(=O)C(Cc1ccccc1)NC(=O)c1cnccn1)B(O)O. Drug 2: CCc1c2c(nc3ccc(O)cc13)-c1cc3c(c(=O)n1C2)COC(=O)C3(O)CC. Cell line: HCT116. Synergy scores: synergy=0.252. (7) Drug 1: CN1C(=O)C=CC2(C)C3CCC4(C)C(NC(=O)OCC(F)(F)F)CCC4C3CCC12. Drug 2: C=CCn1c(=O)c2cnc(Nc3ccc(N4CCN(C)CC4)cc3)nc2n1-c1cccc(C(C)(C)O)n1. Cell line: COLO320DM. Synergy scores: synergy=4.34. (8) Drug 1: COC1CC2CCC(C)C(O)(O2)C(=O)C(=O)N2CCCCC2C(=O)OC(C(C)CC2CCC(OP(C)(C)=O)C(OC)C2)CC(=O)C(C)C=C(C)C(O)C(OC)C(=O)C(C)CC(C)C=CC=CC=C1C. Drug 2: CNC(=O)c1cc(Oc2ccc(NC(=O)Nc3ccc(Cl)c(C(F)(F)F)c3)cc2)ccn1. Cell line: A375. Synergy scores: synergy=16.0. (9) Drug 1: O=S1(=O)NC2(CN1CC(F)(F)F)C1CCC2Cc2cc(C=CCN3CCC(C(F)(F)F)CC3)ccc2C1. Drug 2: CCC1=CC2CN(C1)Cc1c([nH]c3ccccc13)C(C(=O)OC)(c1cc3c(cc1OC)N(C)C1C(O)(C(=O)OC)C(OC(C)=O)C4(CC)C=CCN5CCC31C54)C2. Cell line: ES2. Synergy scores: synergy=19.0. (10) Drug 1: CN1C(=O)C=CC2(C)C3CCC4(C)C(NC(=O)OCC(F)(F)F)CCC4C3CCC12. Drug 2: Cn1cc(-c2cnn3c(N)c(Br)c(C4CCCNC4)nc23)cn1. Cell line: HCT116. Synergy scores: synergy=-7.07.